This data is from Full USPTO retrosynthesis dataset with 1.9M reactions from patents (1976-2016). The task is: Predict the reactants needed to synthesize the given product. (1) Given the product [CH3:22][C:21]1[CH:20]=[CH:19][C:15]([C:16]([OH:18])=[O:17])=[CH:14][C:13]=1[C:11]1[S:12][C:8]2[C:6](=[O:7])[NH:5][N:25]=[CH:23][C:9]=2[CH:10]=1, predict the reactants needed to synthesize it. The reactants are: C([NH:5][C:6]([C:8]1[S:12][C:11]([C:13]2[CH:14]=[C:15]([CH:19]=[CH:20][C:21]=2[CH3:22])[C:16]([OH:18])=[O:17])=[CH:10][C:9]=1[CH:23]=O)=[O:7])(C)(C)C.[NH2:25]N. (2) Given the product [CH2:28]([O:27][C:25]([NH:1][C@@H:2]([CH2:18][C:19]1[CH:20]=[CH:21][CH:22]=[CH:23][CH:24]=1)[C@@H:3]([C@H:5]1[CH2:9][C@@H:8]([OH:10])[CH2:7][N:6]1[C:11]([O:13][C:14]([CH3:16])([CH3:17])[CH3:15])=[O:12])[OH:4])=[O:26])[C:29]1[CH:34]=[CH:33][CH:32]=[CH:31][CH:30]=1, predict the reactants needed to synthesize it. The reactants are: [NH2:1][C@@H:2]([CH2:18][C:19]1[CH:24]=[CH:23][CH:22]=[CH:21][CH:20]=1)[C@@H:3]([C@H:5]1[CH2:9][C@@H:8]([OH:10])[CH2:7][N:6]1[C:11]([O:13][C:14]([CH3:17])([CH3:16])[CH3:15])=[O:12])[OH:4].[C:25](O[C:25]([O:27][CH2:28][C:29]1[CH:34]=[CH:33][CH:32]=[CH:31][CH:30]=1)=[O:26])([O:27][CH2:28][C:29]1[CH:34]=[CH:33][CH:32]=[CH:31][CH:30]=1)=[O:26].C(N(CC)CC)C. (3) Given the product [C:1]([C:4]1[CH:5]=[CH:6][C:7]([O:10][CH2:11][C:12]([NH:17][CH:18]2[CH2:23][CH2:22][N:21]([CH2:24][C:25]3[CH:30]=[CH:29][C:28]([Cl:31])=[C:27]([Cl:32])[CH:26]=3)[CH2:20][CH2:19]2)=[O:14])=[CH:8][CH:9]=1)(=[O:3])[CH3:2], predict the reactants needed to synthesize it. The reactants are: [C:1]([C:4]1[CH:9]=[CH:8][C:7]([O:10][CH2:11][C:12]([OH:14])=O)=[CH:6][CH:5]=1)(=[O:3])[CH3:2].Cl.Cl.[NH2:17][CH:18]1[CH2:23][CH2:22][N:21]([CH2:24][C:25]2[CH:30]=[CH:29][C:28]([Cl:31])=[C:27]([Cl:32])[CH:26]=2)[CH2:20][CH2:19]1.CCN=C=NCCCN(C)C.Cl.C1C=CC2N(O)N=NC=2C=1. (4) Given the product [CH3:33][N:28]([CH3:29])[CH2:27][CH2:26][O:25][C:21]1[CH:20]=[C:19]([CH:24]=[CH:23][CH:22]=1)[CH2:18][C:16]1[CH:15]=[CH:14][C:4]2[S:5][C:6]([C:7]3[CH:12]=[CH:11][N:10]=[C:9]([NH2:13])[N:8]=3)=[C:2]([CH3:1])[C:3]=2[CH:17]=1, predict the reactants needed to synthesize it. The reactants are: [CH3:1][C:2]1[C:3]2[CH:17]=[C:16]([CH2:18][C:19]3[CH:24]=[CH:23][CH:22]=[C:21]([O:25][CH2:26][CH2:27][N:28]4[CH2:33]COC[CH2:29]4)[CH:20]=3)[CH:15]=[CH:14][C:4]=2[S:5][C:6]=1[C:7]1[CH:12]=[CH:11][N:10]=[C:9]([NH2:13])[N:8]=1.CN(C)CCO.O1CCN(CCO)CC1.